Dataset: Reaction yield outcomes from USPTO patents with 853,638 reactions. Task: Predict the reaction yield, written as a fraction of the theoretical maximum amount of product (1.0 means a 100% yield; for example, 0.34 means a 34% yield). (1) The reactants are [N+:1]([C:4]1[CH:5]=[C:6]([CH:8]=[CH:9][C:10]=1[C:11]([F:14])([F:13])[F:12])[NH2:7])([O-:3])=[O:2].[Br:15]Br. The catalyst is CC(O)=O. The product is [Br:15][C:8]1[CH:9]=[C:10]([C:11]([F:12])([F:13])[F:14])[C:4]([N+:1]([O-:3])=[O:2])=[CH:5][C:6]=1[NH2:7]. The yield is 0.930. (2) The reactants are C([N:8]1[CH2:16][CH:15]2[CH:11]([CH2:12][C:13]3[CH:19]=[CH:18][S:17][C:14]=32)[CH2:10][CH2:9]1)C1C=CC=CC=1.C([O-])([O-])=O.[K+].[K+].CC(Cl)OC(Cl)=O. The catalyst is ClC(Cl)C. The product is [CH:19]1[C:13]2[CH2:12][CH:11]3[CH:15]([C:14]=2[S:17][CH:18]=1)[CH2:16][NH:8][CH2:9][CH2:10]3. The yield is 0.660. (3) The reactants are [NH2:1][C:2]1[CH:3]=[N:4][CH:5]=[CH:6][C:7]=1[OH:8].[NH2:9][C:10]1[CH:18]=[CH:17][CH:16]=[CH:15][C:11]=1[C:12](O)=O. No catalyst specified. The product is [O:8]1[C:7]2[CH:6]=[CH:5][N:4]=[CH:3][C:2]=2[N:1]=[C:12]1[C:11]1[CH:15]=[CH:16][CH:17]=[CH:18][C:10]=1[NH2:9]. The yield is 0.390. (4) The reactants are [NH2:1][C:2]1[C:15]([O:16][CH3:17])=[CH:14][C:5]2[CH2:6][CH2:7][N:8]([CH2:11][CH2:12][OH:13])[CH2:9][CH2:10][C:4]=2[CH:3]=1.C([Si](C)(C)[O:23][CH:24]1[CH2:28][CH2:27][N:26]([S:29]([C:32]2[CH:37]=[CH:36][CH:35]=[CH:34][C:33]=2[NH:38][C:39]2[C:44]([Cl:45])=[CH:43][N:42]=[C:41](Cl)[N:40]=2)(=[O:31])=[O:30])[CH2:25]1)(C)(C)C. No catalyst specified. The product is [Cl:45][C:44]1[C:39]([NH:38][C:33]2[CH:34]=[CH:35][CH:36]=[CH:37][C:32]=2[S:29]([N:26]2[CH2:27][CH2:28][CH:24]([OH:23])[CH2:25]2)(=[O:30])=[O:31])=[N:40][C:41]([NH:1][C:2]2[C:15]([O:16][CH3:17])=[CH:14][C:5]3[CH2:6][CH2:7][N:8]([CH2:11][CH2:12][OH:13])[CH2:9][CH2:10][C:4]=3[CH:3]=2)=[N:42][CH:43]=1. The yield is 0.220. (5) The reactants are Br.[CH2:2]([C:4]1[N:5]=[C:6]([C@@H:9]([NH2:20])[CH2:10][C:11]2[CH:16]=[CH:15][C:14]([N+:17]([O-:19])=[O:18])=[CH:13][CH:12]=2)[S:7][CH:8]=1)[CH3:3].CCN(CC)CC.[CH2:28]([N:35]=[C:36]=[O:37])[C:29]1[CH:34]=[CH:33][CH:32]=[CH:31][CH:30]=1. The catalyst is C(Cl)Cl. The product is [CH2:28]([NH:35][C:36]([NH:20][C@H:9]([C:6]1[S:7][CH:8]=[C:4]([CH2:2][CH3:3])[N:5]=1)[CH2:10][C:11]1[CH:16]=[CH:15][C:14]([N+:17]([O-:19])=[O:18])=[CH:13][CH:12]=1)=[O:37])[C:29]1[CH:34]=[CH:33][CH:32]=[CH:31][CH:30]=1. The yield is 0.960. (6) The reactants are Cl[C:2]1[CH:3]=[CH:4][C:5]([N+:15]([O-:17])=[O:16])=[C:6]([N:8]2[CH2:13][CH2:12][CH:11]([CH3:14])[CH2:10][CH2:9]2)[CH:7]=1.[OH:18][CH2:19][CH2:20][N:21]1[CH2:26][CH2:25][NH:24][CH2:23][CH2:22]1. No catalyst specified. The product is [CH3:14][CH:11]1[CH2:12][CH2:13][N:8]([C:6]2[CH:7]=[C:2]([N:24]3[CH2:25][CH2:26][N:21]([CH2:20][CH2:19][OH:18])[CH2:22][CH2:23]3)[CH:3]=[CH:4][C:5]=2[N+:15]([O-:17])=[O:16])[CH2:9][CH2:10]1. The yield is 1.00. (7) The reactants are [Cl:1][CH2:2][C:3](=O)[CH2:4]C(OCC)=O.[C:11]([OH:14])(=[O:13])[CH3:12].[Cl:15][C:16]1[CH:21]=[CH:20][C:19]([CH2:22][NH2:23])=[CH:18][N:17]=1.[C:24]1(C)C=CC=C[CH:25]=1. The catalyst is C(O)C. The product is [Cl:1][CH2:2][C:3]([NH:23][CH2:22][C:19]1[CH:18]=[N:17][C:16]([Cl:15])=[CH:21][CH:20]=1)=[CH:4][CH2:12][C:11]([O:14][CH2:24][CH3:25])=[O:13]. The yield is 0.980.